This data is from Reaction yield outcomes from USPTO patents with 853,638 reactions. The task is: Predict the reaction yield, written as a fraction of the theoretical maximum amount of product (1.0 means a 100% yield; for example, 0.34 means a 34% yield). (1) The reactants are [CH:1]([N:4]1[C:8]([C:9]2[N:18]=[C:17]3[N:11]([CH2:12][CH2:13][O:14][C:15]4[CH:22]=[C:21](OS(C(F)(F)F)(=O)=O)[N:20]=[CH:19][C:16]=43)[CH:10]=2)=[N:7][C:6]([CH3:31])=[N:5]1)([CH3:3])[CH3:2].[NH2:32][CH2:33][C:34]([NH2:36])=[O:35].CN1C(=O)CCC1. The catalyst is O. The product is [CH:1]([N:4]1[C:8]([C:9]2[N:18]=[C:17]3[C:16]4[CH:19]=[N:20][C:21]([NH:32][CH2:33][C:34]([NH2:36])=[O:35])=[CH:22][C:15]=4[O:14][CH2:13][CH2:12][N:11]3[CH:10]=2)=[N:7][C:6]([CH3:31])=[N:5]1)([CH3:2])[CH3:3]. The yield is 0.170. (2) The reactants are C(N(C(C)C)C(C)C)C.Cl[C:11]1[C:12]2[CH:19]=[CH:18][NH:17][C:13]=2[N:14]=[CH:15][N:16]=1.Cl.Cl.[Br:22][C:23]1[CH:24]=[C:25]([C:29]2([CH2:35][NH2:36])[CH2:34][CH2:33][NH:32][CH2:31][CH2:30]2)[CH:26]=[CH:27][CH:28]=1. The product is [Br:22][C:23]1[CH:24]=[C:25]([C:29]2([CH2:35][NH2:36])[CH2:30][CH2:31][N:32]([C:11]3[C:12]4[CH:19]=[CH:18][NH:17][C:13]=4[N:14]=[CH:15][N:16]=3)[CH2:33][CH2:34]2)[CH:26]=[CH:27][CH:28]=1. The yield is 0.523. The catalyst is C(O)CCC. (3) The reactants are Br[C:2]1[CH:11]=[CH:10][C:9]([N+:12]([O-])=O)=[C:8]2[C:3]=1[CH2:4][CH2:5][N:6]([CH3:15])[CH2:7]2. The catalyst is [Pd].CO.C(N(CC)CC)C. The product is [CH3:15][N:6]1[CH2:5][CH2:4][C:3]2[C:8](=[C:9]([NH2:12])[CH:10]=[CH:11][CH:2]=2)[CH2:7]1. The yield is 0.890. (4) The reactants are [OH:1][CH2:2][C:3]1[S:7][C:6]([NH2:8])=[N:5][CH:4]=1.[CH3:9][C:10]([Si:13](Cl)([CH3:15])[CH3:14])([CH3:12])[CH3:11].N1C=CN=C1. The catalyst is CN(C=O)C.CCOCC.O. The product is [Si:13]([O:1][CH2:2][C:3]1[S:7][C:6]([NH2:8])=[N:5][CH:4]=1)([C:10]([CH3:12])([CH3:11])[CH3:9])([CH3:15])[CH3:14]. The yield is 0.440. (5) The reactants are [NH2:1][C:2]1[CH:37]=[CH:36][C:5]([O:6][C:7]2[CH:12]=[CH:11][N:10]=[C:9]3[CH:13]=[C:14]([C:16]4[CH:17]=[C:18]([CH:33]=[CH:34][CH:35]=4)[CH2:19][CH2:20][N:21]([CH2:29][CH2:30][O:31][CH3:32])C(=O)OC(C)(C)C)[S:15][C:8]=23)=[C:4]([F:38])[CH:3]=1.C(O)C.C1(C)C=CC=CC=1.[F:49][C:50]1[CH:55]=[CH:54][C:53]([CH2:56][C:57]([N:59]=[C:60]=[S:61])=[O:58])=[CH:52][CH:51]=1.FC(F)(F)C(O)=O. The catalyst is ClCCl. The product is [F:38][C:4]1[CH:3]=[C:2]([NH:1][C:60]([NH:59][C:57](=[O:58])[CH2:56][C:53]2[CH:54]=[CH:55][C:50]([F:49])=[CH:51][CH:52]=2)=[S:61])[CH:37]=[CH:36][C:5]=1[O:6][C:7]1[CH:12]=[CH:11][N:10]=[C:9]2[CH:13]=[C:14]([C:16]3[CH:35]=[CH:34][CH:33]=[C:18]([CH2:19][CH2:20][NH:21][CH2:29][CH2:30][O:31][CH3:32])[CH:17]=3)[S:15][C:8]=12. The yield is 0.500. (6) The reactants are [CH2:1]1[C:6]2[NH:7][C:8]3[C:13]([C:5]=2[CH2:4][CH2:3][NH:2]1)=[CH:12][CH:11]=[CH:10][CH:9]=3.[C:14]([O:18][C:19](O[C:19]([O:18][C:14]([CH3:17])([CH3:16])[CH3:15])=[O:20])=[O:20])([CH3:17])([CH3:16])[CH3:15].C(N(CC)CC)C. The catalyst is ClCCl.[Cl-].[Na+].O. The product is [C:14]([O:18][C:19]([N:2]1[CH2:3][CH2:4][C:5]2[C:13]3[C:8](=[CH:9][CH:10]=[CH:11][CH:12]=3)[NH:7][C:6]=2[CH2:1]1)=[O:20])([CH3:17])([CH3:16])[CH3:15]. The yield is 0.970. (7) The reactants are [OH:1][C:2]1[CH:11]=[C:10]2[C:5]([CH2:6][CH2:7][NH:8][C:9]2=[O:12])=[CH:4][CH:3]=1.[Br:13][CH2:14][CH2:15][CH2:16]Br.C([O-])([O-])=O.[K+].[K+]. The catalyst is CCO.O. The product is [Br:13][CH2:14][CH2:15][CH2:16][O:1][C:2]1[CH:11]=[C:10]2[C:5]([CH2:6][CH2:7][NH:8][C:9]2=[O:12])=[CH:4][CH:3]=1. The yield is 0.630.